Dataset: Full USPTO retrosynthesis dataset with 1.9M reactions from patents (1976-2016). Task: Predict the reactants needed to synthesize the given product. Given the product [ClH:1].[Cl:1][C:2]1[C:10]2[N:9]([CH2:11][CH3:12])[CH2:8][C@@H:7]3[CH2:13][NH:14][CH2:15][CH2:16][C:5]([C:6]=23)=[CH:4][CH:3]=1, predict the reactants needed to synthesize it. The reactants are: [Cl:1][C:2]1[C:10]2[N:9]([CH2:11][CH3:12])[CH2:8][C@@H:7]3[CH2:13][N:14](C(OC(C)(C)C)=O)[CH2:15][CH2:16][C:5]([C:6]=23)=[CH:4][CH:3]=1.Cl.C(OCC)(=O)C.C(=O)(O)[O-].[Na+].